From a dataset of TCR-epitope binding with 47,182 pairs between 192 epitopes and 23,139 TCRs. Binary Classification. Given a T-cell receptor sequence (or CDR3 region) and an epitope sequence, predict whether binding occurs between them. (1) The epitope is AVFDRKSDAK. The TCR CDR3 sequence is CSVEDRRPDEQFF. Result: 1 (the TCR binds to the epitope). (2) The epitope is LPPIVAKEI. The TCR CDR3 sequence is CASSLGPTTYNEQFF. Result: 0 (the TCR does not bind to the epitope). (3) The epitope is GMFNMLSTVLGVS. The TCR CDR3 sequence is CASSLGLNTEAFF. Result: 0 (the TCR does not bind to the epitope). (4) The epitope is YSEHPTFTSQY. Result: 0 (the TCR does not bind to the epitope). The TCR CDR3 sequence is CSARDSYEQYF. (5) The epitope is LVLSVNPYV. The TCR CDR3 sequence is CASSLGVNTEAFF. Result: 0 (the TCR does not bind to the epitope). (6) The epitope is KPLEFGATSAAL. The TCR CDR3 sequence is CASSLTANYGYTF. Result: 0 (the TCR does not bind to the epitope). (7) Result: 0 (the TCR does not bind to the epitope). The TCR CDR3 sequence is CASSLGAGTADFGYTF. The epitope is TTLPVNVAF. (8) The epitope is KMQRMLLEK. The TCR CDR3 sequence is CASSVRTGELFF. Result: 0 (the TCR does not bind to the epitope).